This data is from Peptide-MHC class I binding affinity with 185,985 pairs from IEDB/IMGT. The task is: Regression. Given a peptide amino acid sequence and an MHC pseudo amino acid sequence, predict their binding affinity value. This is MHC class I binding data. (1) The peptide sequence is GRGPIRFVL. The MHC is HLA-A03:01 with pseudo-sequence HLA-A03:01. The binding affinity (normalized) is 0.0847. (2) The peptide sequence is RVLGRVLPY. The MHC is HLA-A02:06 with pseudo-sequence HLA-A02:06. The binding affinity (normalized) is 0.483. (3) The peptide sequence is EIVKNIREGT. The MHC is HLA-A02:06 with pseudo-sequence HLA-A02:06. The binding affinity (normalized) is 0. (4) The binding affinity (normalized) is 0.0847. The peptide sequence is LPHQPLATY. The MHC is HLA-A31:01 with pseudo-sequence HLA-A31:01. (5) The peptide sequence is LMYALEPRK. The MHC is HLA-A03:01 with pseudo-sequence HLA-A03:01. The binding affinity (normalized) is 0.841.